The task is: Predict which catalyst facilitates the given reaction.. This data is from Catalyst prediction with 721,799 reactions and 888 catalyst types from USPTO. (1) Product: [Cl:25][C:26]1[CH:36]=[CH:35][C:29]([O:30][CH2:31][C:32]([N:10]2[CH2:9][C@H:8]([CH2:14][OH:15])[N:7]([CH2:6][C:5]3[CH:16]=[CH:17][C:2]([F:1])=[CH:3][CH:4]=3)[CH2:12][C@H:11]2[CH3:13])=[O:33])=[CH:28][CH:27]=1. Reactant: [F:1][C:2]1[CH:17]=[CH:16][C:5]([CH2:6][N:7]2[CH2:12][C@H:11]([CH3:13])[NH:10][CH2:9][C@@H:8]2[CH2:14][OH:15])=[CH:4][CH:3]=1.C(N(CC)CC)C.[Cl:25][C:26]1[CH:36]=[CH:35][C:29]([O:30][CH2:31][C:32](Cl)=[O:33])=[CH:28][CH:27]=1. The catalyst class is: 2. (2) Reactant: [F:1][C:2]1[CH:3]=[C:4](N)[CH:5]=[CH:6][C:7]=1[CH3:8].[CH3:10][S:11]SC.N(OC(C)(C)C)=O. Product: [F:1][C:2]1[CH:3]=[C:4]([S:11][CH3:10])[CH:5]=[CH:6][C:7]=1[CH3:8]. The catalyst class is: 26. (3) Reactant: [F:1][C:2]1[CH:3]=[CH:4][C:5]([O:10][C:11]2[CH:12]=[C:13]3[C:17](=[CH:18][CH:19]=2)[N:16]([CH2:20][CH2:21][OH:22])[N:15]=[CH:14]3)=[C:6]([CH:9]=1)[C:7]#[N:8].[BH4-].[Na+].C([O-])([O-])=O.[Na+].[Na+]. Product: [NH2:8][CH2:7][C:6]1[CH:9]=[C:2]([F:1])[CH:3]=[CH:4][C:5]=1[O:10][C:11]1[CH:12]=[C:13]2[C:17](=[CH:18][CH:19]=1)[N:16]([CH2:20][CH2:21][OH:22])[N:15]=[CH:14]2. The catalyst class is: 5. (4) The catalyst class is: 1. Reactant: [CH:1]1([C:4]2[CH:8]=[C:7]([NH2:9])[NH:6][N:5]=2)[CH2:3][CH2:2]1.C([O-])([O-])=O.[K+].[K+].[CH3:16][C:17]([O:20][C:21](O[C:21]([O:20][C:17]([CH3:19])([CH3:18])[CH3:16])=[O:22])=[O:22])([CH3:19])[CH3:18]. Product: [NH2:9][C:7]1[N:6]([C:21]([O:20][C:17]([CH3:19])([CH3:18])[CH3:16])=[O:22])[N:5]=[C:4]([CH:1]2[CH2:3][CH2:2]2)[CH:8]=1. (5) Reactant: Br[CH2:2][CH2:3][CH2:4][C:5]([O:7][CH2:8][CH3:9])=[O:6].[CH3:10][S-:11].[Na+]. Product: [CH3:10][S:11][CH2:2][CH2:3][CH2:4][C:5]([O:7][CH2:8][CH3:9])=[O:6]. The catalyst class is: 9. (6) Reactant: [C:1]([OH:10])(=[O:9])[C@@H:2]([C@H:4]([C:6]([OH:8])=[O:7])[OH:5])[OH:3].[N:11]1[C:20]2[C:15](=[CH:16][CH:17]=[CH:18][C:19]=2[NH:21][C:22]([C@@H:24]2[CH2:28][CH2:27][CH2:26][N:25]2[CH3:29])=[O:23])[CH:14]=[CH:13][CH:12]=1. Product: [C:6]([C@@H:4]([C@H:2]([C:1]([OH:10])=[O:9])[OH:3])[OH:5])([OH:8])=[O:7].[N:11]1[C:20]2[C:15](=[CH:16][CH:17]=[CH:18][C:19]=2[NH:21][C:22]([C@@H:24]2[CH2:28][CH2:27][CH2:26][N:25]2[CH3:29])=[O:23])[CH:14]=[CH:13][CH:12]=1. The catalyst class is: 21.